Dataset: NCI-60 drug combinations with 297,098 pairs across 59 cell lines. Task: Regression. Given two drug SMILES strings and cell line genomic features, predict the synergy score measuring deviation from expected non-interaction effect. (1) Drug 1: CCCS(=O)(=O)NC1=C(C(=C(C=C1)F)C(=O)C2=CNC3=C2C=C(C=N3)C4=CC=C(C=C4)Cl)F. Drug 2: CC1CCCC2(C(O2)CC(NC(=O)CC(C(C(=O)C(C1O)C)(C)C)O)C(=CC3=CSC(=N3)C)C)C. Cell line: SK-MEL-28. Synergy scores: CSS=41.7, Synergy_ZIP=5.54, Synergy_Bliss=4.88, Synergy_Loewe=0.566, Synergy_HSA=2.32. (2) Drug 1: COC1=NC(=NC2=C1N=CN2C3C(C(C(O3)CO)O)O)N. Drug 2: CC1C(C(CC(O1)OC2CC(CC3=C2C(=C4C(=C3O)C(=O)C5=C(C4=O)C(=CC=C5)OC)O)(C(=O)CO)O)N)O.Cl. Cell line: M14. Synergy scores: CSS=37.1, Synergy_ZIP=-4.03, Synergy_Bliss=0.758, Synergy_Loewe=-2.24, Synergy_HSA=2.27. (3) Cell line: SK-MEL-28. Drug 2: CCN(CC)CCCC(C)NC1=C2C=C(C=CC2=NC3=C1C=CC(=C3)Cl)OC. Synergy scores: CSS=30.4, Synergy_ZIP=9.17, Synergy_Bliss=14.9, Synergy_Loewe=13.0, Synergy_HSA=13.0. Drug 1: CC12CCC(CC1=CCC3C2CCC4(C3CC=C4C5=CN=CC=C5)C)O. (4) Drug 1: CNC(=O)C1=CC=CC=C1SC2=CC3=C(C=C2)C(=NN3)C=CC4=CC=CC=N4. Drug 2: CC(C1=C(C=CC(=C1Cl)F)Cl)OC2=C(N=CC(=C2)C3=CN(N=C3)C4CCNCC4)N. Cell line: OVCAR-5. Synergy scores: CSS=5.92, Synergy_ZIP=-0.717, Synergy_Bliss=2.82, Synergy_Loewe=0.457, Synergy_HSA=0.598. (5) Drug 1: C(CC(=O)O)C(=O)CN.Cl. Drug 2: CC(C)CN1C=NC2=C1C3=CC=CC=C3N=C2N. Cell line: SK-MEL-28. Synergy scores: CSS=10.2, Synergy_ZIP=-0.221, Synergy_Bliss=1.62, Synergy_Loewe=-0.454, Synergy_HSA=-2.39. (6) Drug 1: CCC1=C2CN3C(=CC4=C(C3=O)COC(=O)C4(CC)O)C2=NC5=C1C=C(C=C5)O. Drug 2: C1=CC=C(C=C1)NC(=O)CCCCCCC(=O)NO. Cell line: SK-MEL-28. Synergy scores: CSS=38.0, Synergy_ZIP=-7.20, Synergy_Bliss=-6.51, Synergy_Loewe=-2.62, Synergy_HSA=-0.282.